Dataset: Reaction yield outcomes from USPTO patents with 853,638 reactions. Task: Predict the reaction yield, written as a fraction of the theoretical maximum amount of product (1.0 means a 100% yield; for example, 0.34 means a 34% yield). The reactants are [CH:1]1[CH:2]=[CH:3][C:4]2[S:9][N:8]=[C:7]([N:10]3[CH2:15][CH2:14][N:13]([CH2:16][CH2:17][C:18]4[CH:19]=[C:20]5[CH2:28][C:26](=[O:27])[NH:25][C:21]5=[CH:22][C:23]=4[Cl:24])[CH2:12][CH2:11]3)[C:5]=2[CH:6]=1.CO.CN(C)C=[O:34].[ClH:36]. The catalyst is C(Cl)(Cl)Cl. The product is [CH2:12]1[N:13]([CH2:16][CH2:17][C:18]2[CH:19]=[C:20]3[CH2:28][C:26]([NH:25][C:21]3=[CH:22][C:23]=2[Cl:24])=[O:27])[CH2:14][CH2:15][N:10]([C:7]2[C:5]3[C:4](=[CH:3][CH:2]=[CH:1][CH:6]=3)[S:9][N:8]=2)[CH2:11]1.[OH2:34].[ClH:36]. The yield is 1.00.